Dataset: Retrosynthesis with 50K atom-mapped reactions and 10 reaction types from USPTO. Task: Predict the reactants needed to synthesize the given product. Given the product Cc1ccc(C2(CNC(=O)c3cn(-c4ncccn4)nc3Cl)CCCCC2)cn1, predict the reactants needed to synthesize it. The reactants are: Cc1ccc(C2(CN)CCCCC2)cn1.O=C(O)c1cn(-c2ncccn2)nc1Cl.